Task: Predict the product of the given reaction.. Dataset: Forward reaction prediction with 1.9M reactions from USPTO patents (1976-2016) (1) Given the reactants [CH:1]1([CH:6]([N:10]2[CH:14]=[C:13]([C:15]3[N:20]4[CH:21]=[CH:22][N:23]=[C:19]4[CH:18]=[C:17]([C:24]4[CH:29]=[CH:28][C:27](N5CCOCC5)=[CH:26][CH:25]=4)[N:16]=3)[CH:12]=[N:11]2)[CH2:7][C:8]#[N:9])[CH2:5][CH2:4][CH2:3][CH2:2]1.[CH2:36](O)[CH3:37], predict the reaction product. The product is: [CH:1]1([CH:6]([N:10]2[CH:14]=[C:13]([C:15]3[N:20]4[CH:21]=[CH:22][N:23]=[C:19]4[CH:18]=[C:17]([C:24]4[CH:25]=[CH:26][C:27]([CH:37]5[CH2:36][CH2:15][N:20]([CH3:21])[CH2:19][CH2:18]5)=[CH:28][CH:29]=4)[N:16]=3)[CH:12]=[N:11]2)[CH2:7][C:8]#[N:9])[CH2:5][CH2:4][CH2:3][CH2:2]1. (2) Given the reactants [Cl:1][C:2]1[CH:7]=[C:6]([Cl:8])[CH:5]=[CH:4][C:3]=1[CH:9]1[CH:18]([C:19]([NH:21][O:22][CH2:23][C:24]([NH:26][NH2:27])=[O:25])=[O:20])[C:17]2[C:12](=[CH:13][CH:14]=[CH:15][CH:16]=2)[C:11](=[O:28])[N:10]1[CH:29]1[CH2:34][CH2:33][CH2:32][CH2:31][CH:30]1[NH:35][S:36]([CH3:39])(=[O:38])=[O:37].[C:40](N1C=CN=C1)(N1C=CN=C1)=[O:41].C(N(CC)CC)C.Cl, predict the reaction product. The product is: [Cl:1][C:2]1[CH:7]=[C:6]([Cl:8])[CH:5]=[CH:4][C:3]=1[CH:9]1[CH:18]([C:19]([NH:21][O:22][CH2:23][C:24]2[O:25][C:40](=[O:41])[NH:27][N:26]=2)=[O:20])[C:17]2[C:12](=[CH:13][CH:14]=[CH:15][CH:16]=2)[C:11](=[O:28])[N:10]1[CH:29]1[CH2:34][CH2:33][CH2:32][CH2:31][CH:30]1[NH:35][S:36]([CH3:39])(=[O:38])=[O:37]. (3) Given the reactants [CH3:1][CH:2]1[CH2:7][CH2:6][CH2:5][CH2:4][N:3]1[CH2:8][C:9]1[N:10]=[C:11]([C:14]2[CH:19]=[CH:18][C:17]([C:20]3[CH:21]=[N:22][CH:23]=[CH:24][CH:25]=3)=[CH:16][CH:15]=2)[O:12][CH:13]=1.[ClH:26], predict the reaction product. The product is: [ClH:26].[ClH:26].[CH3:1][CH:2]1[CH2:7][CH2:6][CH2:5][CH2:4][N:3]1[CH2:8][C:9]1[N:10]=[C:11]([C:14]2[CH:19]=[CH:18][C:17]([C:20]3[CH:21]=[N:22][CH:23]=[CH:24][CH:25]=3)=[CH:16][CH:15]=2)[O:12][CH:13]=1. (4) Given the reactants Br[C:2]1[CH:7]=[C:6]([N+:8]([O-:10])=[O:9])[CH:5]=[C:4]([Cl:11])[CH:3]=1.[F:12][C:13]1[CH:19]=[C:18]([F:20])[CH:17]=[CH:16][C:14]=1[NH2:15].C1C=CC(P(C2C(C3C(P(C4C=CC=CC=4)C4C=CC=CC=4)=CC=C4C=3C=CC=C4)=C3C(C=CC=C3)=CC=2)C2C=CC=CC=2)=CC=1.CC([O-])(C)C.[Na+], predict the reaction product. The product is: [Cl:11][C:4]1[CH:3]=[C:2]([NH:15][C:14]2[CH:16]=[CH:17][C:18]([F:20])=[CH:19][C:13]=2[F:12])[CH:7]=[C:6]([N+:8]([O-:10])=[O:9])[CH:5]=1. (5) Given the reactants Br[C:2]1[CH:10]=[CH:9][CH:8]=[C:7]2[C:3]=1[C:4]1([C:20]3=[CH:21][C:22]4[O:26][CH2:25][O:24][C:23]=4[CH:27]=[C:19]3[O:18][CH2:17]1)[C:5](=[O:16])[N:6]2[CH2:11][CH2:12][CH2:13][CH2:14][CH3:15].C(N(CC)CC)C.[NH2:35][C:36]1[CH:41]=[CH:40][CH:39]=[CH:38][N:37]=1.[C]=O.CN(C)[CH:46]=[O:47], predict the reaction product. The product is: [O:16]=[C:5]1[C:4]2([C:20]3=[CH:21][C:22]4[O:26][CH2:25][O:24][C:23]=4[CH:27]=[C:19]3[O:18][CH2:17]2)[C:3]2[C:2]([C:46]([NH:35][C:36]3[CH:41]=[CH:40][CH:39]=[CH:38][N:37]=3)=[O:47])=[CH:10][CH:9]=[CH:8][C:7]=2[N:6]1[CH2:11][CH2:12][CH2:13][CH2:14][CH3:15]. (6) Given the reactants O[C:2]1[CH:11]=[C:10]2[C:5]([CH:6]=[CH:7][N:8]=[C:9]2[N:12]2[CH2:17][CH2:16][N:15]3[CH2:18][CH2:19][CH2:20][CH2:21][CH:14]3[CH2:13]2)=[CH:4][CH:3]=1.[S:22](Cl)(=[O:25])(=[O:24])[NH2:23].C(=O)([O-])O.[Na+], predict the reaction product. The product is: [CH2:13]1[N:12]([C:9]2[C:10]3[C:5](=[CH:4][CH:3]=[C:2]([S:22](=[O:25])(=[O:24])[NH2:23])[CH:11]=3)[CH:6]=[CH:7][N:8]=2)[CH2:17][CH2:16][N:15]2[CH2:18][CH2:19][CH2:20][CH2:21][CH:14]12.